From a dataset of Full USPTO retrosynthesis dataset with 1.9M reactions from patents (1976-2016). Predict the reactants needed to synthesize the given product. (1) Given the product [CH2:27]([O:26][C:24](=[O:25])[C:23]([CH3:29])([CH3:30])[CH2:22][CH2:21][CH2:20][CH2:19][CH2:18][CH:17]([O:31][CH:6]1[CH2:5][CH2:4][CH2:3][CH2:2][O:1]1)[CH2:16][CH2:15][CH2:14][CH2:13][CH2:12][C:11]([CH3:33])([CH3:32])[C:10]([O:9][CH2:7][CH3:8])=[O:34])[CH3:28], predict the reactants needed to synthesize it. The reactants are: [O:1]1[CH:6]=[CH:5][CH2:4][CH2:3][CH2:2]1.[CH2:7]([O:9][C:10](=[O:34])[C:11]([CH3:33])([CH3:32])[CH2:12][CH2:13][CH2:14][CH2:15][CH2:16][CH:17]([OH:31])[CH2:18][CH2:19][CH2:20][CH2:21][CH2:22][C:23]([CH3:30])([CH3:29])[C:24]([O:26][CH2:27][CH3:28])=[O:25])[CH3:8].O.C1(C)C=CC(S(O)(=O)=O)=CC=1. (2) Given the product [Cl:18][C:14]1[CH:13]=[C:12]2[C:17](=[CH:16][CH:15]=1)[N:9]([CH2:5][C:6]([OH:8])=[O:7])[C:10](=[O:34])[C:11]12[C:22](=[O:23])[N:21]([CH2:24][C:25]2[CH:30]=[C:29]([Cl:31])[CH:28]=[CH:27][C:26]=2[F:32])[C:20](=[O:33])[N:19]1[CH2:35][CH2:36][CH3:37], predict the reactants needed to synthesize it. The reactants are: C([CH:5]([N:9]1[C:17]2[C:12](=[CH:13][C:14]([Cl:18])=[CH:15][CH:16]=2)[C:11]2([C:22](=[O:23])[N:21]([CH2:24][C:25]3[CH:30]=[C:29]([Cl:31])[CH:28]=[CH:27][C:26]=3[F:32])[C:20](=[O:33])[NH:19]2)[C:10]1=[O:34])[C:6]([O-:8])=[O:7])(C)(C)C.[CH2:35](I)[CH2:36][CH3:37]. (3) Given the product [C:36]([C:35]1[C:25]([N:23]2[CH2:22][CH:21]([C:19](=[O:20])[NH:18][S:15]([CH2:14][C:13]3[CH:41]=[CH:42][C:10]([CH2:9][OH:8])=[CH:11][CH:12]=3)(=[O:17])=[O:16])[CH2:24]2)=[N:26][C:27]([CH:38]([F:39])[F:40])=[C:28]([CH:34]=1)[C:29]([O:31][CH2:32][CH3:33])=[O:30])#[N:37], predict the reactants needed to synthesize it. The reactants are: [Si]([O:8][CH2:9][C:10]1[CH:42]=[CH:41][C:13]([CH2:14][S:15]([NH:18][C:19]([CH:21]2[CH2:24][N:23]([C:25]3[C:35]([C:36]#[N:37])=[CH:34][C:28]([C:29]([O:31][CH2:32][CH3:33])=[O:30])=[C:27]([CH:38]([F:40])[F:39])[N:26]=3)[CH2:22]2)=[O:20])(=[O:17])=[O:16])=[CH:12][CH:11]=1)(C(C)(C)C)(C)C. (4) Given the product [F:35][C:36]1[CH:41]=[CH:40][C:39]([CH3:42])=[CH:38][C:37]=1[C:43]1[CH:44]=[N:45][C:46]([N:49]2[C:57]3[C:52](=[CH:53][CH:54]=[C:55]([C:58]([N:24]([CH2:25][CH2:26][OH:27])[CH3:23])=[O:59])[CH:56]=3)[C:51]([CH:61]([OH:63])[CH3:62])=[N:50]2)=[N:47][CH:48]=1, predict the reactants needed to synthesize it. The reactants are: CN(C(ON1N=NC2C=CC=CC1=2)=[N+](C)C)C.[B-](F)(F)(F)F.[CH3:23][N:24]1CC[O:27][CH2:26][CH2:25]1.CNCCO.[F:35][C:36]1[CH:41]=[CH:40][C:39]([CH3:42])=[CH:38][C:37]=1[C:43]1[CH:44]=[N:45][C:46]([N:49]2[C:57]3[C:52](=[CH:53][CH:54]=[C:55]([C:58](O)=[O:59])[CH:56]=3)[C:51]([CH:61]([OH:63])[CH3:62])=[N:50]2)=[N:47][CH:48]=1. (5) Given the product [OH:18][CH:4]1[CH2:5][N:6]([C:9]2[N:13]([CH3:14])[N:12]=[CH:11][C:10]=2[N+:15]([O-:17])=[O:16])[CH2:7][CH2:8][CH:2]([NH:1][C:19](=[O:20])[O:21][C:22]([CH3:25])([CH3:24])[CH3:23])[CH2:3]1, predict the reactants needed to synthesize it. The reactants are: [NH2:1][CH:2]1[CH2:8][CH2:7][N:6]([C:9]2[N:13]([CH3:14])[N:12]=[CH:11][C:10]=2[N+:15]([O-:17])=[O:16])[CH2:5][CH:4]([OH:18])[CH2:3]1.[C:19](O[C:19]([O:21][C:22]([CH3:25])([CH3:24])[CH3:23])=[O:20])([O:21][C:22]([CH3:25])([CH3:24])[CH3:23])=[O:20].CCN(C(C)C)C(C)C. (6) The reactants are: Cl[C:2]1[N:7]=[C:6]([NH:8][CH3:9])[C:5]([N+:10]([O-:12])=[O:11])=[CH:4][N:3]=1.[CH2:13]([N:15]([CH2:26][CH3:27])[CH2:16][CH2:17][O:18][C:19]1[CH:25]=[CH:24][C:22]([NH2:23])=[CH:21][CH:20]=1)[CH3:14]. Given the product [CH2:26]([N:15]([CH2:13][CH3:14])[CH2:16][CH2:17][O:18][C:19]1[CH:20]=[CH:21][C:22]([NH:23][C:2]2[N:7]=[C:6]([NH:8][CH3:9])[C:5]([N+:10]([O-:12])=[O:11])=[CH:4][N:3]=2)=[CH:24][CH:25]=1)[CH3:27], predict the reactants needed to synthesize it. (7) Given the product [OH:35][C@H:32]1[CH2:33][CH2:34][C@H:29]([NH:28][C:17]2[N:16]=[C:15]([NH:14][C:12]3[S:13][C:9]4[CH:8]=[C:7]([NH:6][C:2](=[O:3])[O:4][CH3:5])[CH:37]=[CH:36][C:10]=4[N:11]=3)[CH:20]=[C:19]([CH2:21][C:22]3[CH:23]=[CH:24][CH:25]=[CH:26][CH:27]=3)[N:18]=2)[CH2:30][CH2:31]1, predict the reactants needed to synthesize it. The reactants are: Cl[C:2]([O:4][CH3:5])=[O:3].[NH2:6][C:7]1[CH:37]=[CH:36][C:10]2[N:11]=[C:12]([NH:14][C:15]3[CH:20]=[C:19]([CH2:21][C:22]4[CH:27]=[CH:26][CH:25]=[CH:24][CH:23]=4)[N:18]=[C:17]([NH:28][C@H:29]4[CH2:34][CH2:33][C@H:32]([OH:35])[CH2:31][CH2:30]4)[N:16]=3)[S:13][C:9]=2[CH:8]=1.C(N(C(C)C)C(C)C)C.